Predict the reaction yield, written as a fraction of the theoretical maximum amount of product (1.0 means a 100% yield; for example, 0.34 means a 34% yield). From a dataset of Reaction yield outcomes from USPTO patents with 853,638 reactions. (1) The reactants are [C:1]([O:5][C:6]([N:8]1[CH2:13][CH2:12][C:11](=O)[CH2:10][CH2:9]1)=[O:7])([CH3:4])([CH3:3])[CH3:2].[OH:15][CH:16]1[CH2:21][CH2:20][NH:19][CH2:18][CH2:17]1.C(O)C.C(O)(=O)C. The catalyst is C1COCC1.[Pd]. The product is [C:1]([O:5][C:6]([N:8]1[CH2:13][CH2:12][CH:11]([N:19]2[CH2:20][CH2:21][CH:16]([OH:15])[CH2:17][CH2:18]2)[CH2:10][CH2:9]1)=[O:7])([CH3:4])([CH3:3])[CH3:2]. The yield is 0.500. (2) The reactants are CS(C)=O.C(Cl)(=O)C(Cl)=O.[OH:11][C@@H:12]1[CH2:16][O:15][CH2:14][C@H:13]1[NH:17][C:18](=[O:27])[O:19][CH2:20][C:21]1[CH:26]=[CH:25][CH:24]=[CH:23][CH:22]=1.C(N(CC)CC)C. The catalyst is ClCCl. The product is [O:11]=[C:12]1[CH2:16][O:15][CH2:14][CH:13]1[NH:17][C:18](=[O:27])[O:19][CH2:20][C:21]1[CH:22]=[CH:23][CH:24]=[CH:25][CH:26]=1. The yield is 0.920. (3) The reactants are Br[C:2]1[CH:7]=[CH:6][C:5]([N+:8]([O-:10])=[O:9])=[CH:4][C:3]=1[CH3:11].C([Sn](CCCC)(CCCC)[C:17]1[O:18][C:19]([Sn](CCCC)(CCCC)CCCC)=[CH:20][CH:21]=1)CCC. The catalyst is O1CCOCC1. The product is [CH3:11][C:3]1[CH:4]=[C:5]([N+:8]([O-:10])=[O:9])[CH:6]=[CH:7][C:2]=1[C:19]1[O:18][C:17]([C:2]2[CH:7]=[CH:6][C:5]([N+:8]([O-:10])=[O:9])=[CH:4][C:3]=2[CH3:11])=[CH:21][CH:20]=1. The yield is 0.850. (4) The reactants are [C:1]([O:5][C:6](=[O:40])[N:7]([C@H:9]([C:11](=[O:39])[NH:12][C@@H:13]1[C:19](=[O:20])[N:18]([CH2:21][C:22]2[C:31]3[C:26](=[CH:27][C:28](Br)=[CH:29][CH:30]=3)[CH:25]=[CH:24][C:23]=2[O:33][CH3:34])[C:17]2[CH:35]=[CH:36][CH:37]=[CH:38][C:16]=2[CH2:15][CH2:14]1)[CH3:10])[CH3:8])([CH3:4])([CH3:3])[CH3:2].[CH:41]([O:43][CH2:44][CH2:45][CH2:46][CH3:47])=[CH2:42].C1(P(C2C=CC=CC=2)CCCP(C2C=CC=CC=2)C2C=CC=CC=2)C=CC=CC=1.C([O-])([O-])=O.[K+].[K+]. The catalyst is C([O-])(=O)C.[Pd+2].C([O-])(=O)C.O.CN(C=O)C. The product is [C:1]([O:5][C:6](=[O:40])[N:7]([C@H:9]([C:11](=[O:39])[NH:12][C@@H:13]1[C:19](=[O:20])[N:18]([CH2:21][C:22]2[C:31]3[C:26](=[CH:27][C:28]([C:41]([O:43][CH2:44][CH2:45][CH2:46][CH3:47])=[CH2:42])=[CH:29][CH:30]=3)[CH:25]=[CH:24][C:23]=2[O:33][CH3:34])[C:17]2[CH:35]=[CH:36][CH:37]=[CH:38][C:16]=2[CH2:15][CH2:14]1)[CH3:10])[CH3:8])([CH3:4])([CH3:3])[CH3:2]. The yield is 0.640.